From a dataset of Catalyst prediction with 721,799 reactions and 888 catalyst types from USPTO. Predict which catalyst facilitates the given reaction. (1) Reactant: [CH3:1][NH2:2].Cl[C:4]1[C:9]([N+:10]([O-:12])=[O:11])=[CH:8][CH:7]=[C:6]([Cl:13])[N:5]=1. Product: [Cl:13][C:6]1[N:5]=[C:4]([NH:2][CH3:1])[C:9]([N+:10]([O-:12])=[O:11])=[CH:8][CH:7]=1. The catalyst class is: 1. (2) Reactant: C1(=O)C2C(=CC=CC=2)C[NH:2]1.Br[CH2:12][C:13]1[CH:20]=[C:19]([Cl:21])[CH:18]=[CH:17][C:14]=1[C:15]#[N:16].C([O-])([O-])=O.[Cs+].[Cs+].C1[O:45][CH2:44][CH2:43]OCCOCCOCCOCCOC1.[CH3:46][CH2:47][CH2:48][CH2:49][CH2:50][CH3:51]. Product: [Cl:21][C:19]1[CH:18]=[CH:17][C:14]([CH2:15][N:16]2[CH2:51][C:50]3[C:43](=[CH:46][CH:47]=[CH:48][CH:49]=3)[C:44]2=[O:45])=[C:13]([CH:20]=1)[C:12]#[N:2]. The catalyst class is: 372. (3) Reactant: [Cl:1][C:2]1[CH:7]=[C:6](Cl)[N:5]=[CH:4][C:3]=1[C:9]([O:11][CH3:12])=[O:10].[CH3:13][O-:14].[Na+].CO. Product: [Cl:1][C:2]1[CH:7]=[C:6]([O:14][CH3:13])[N:5]=[CH:4][C:3]=1[C:9]([O:11][CH3:12])=[O:10]. The catalyst class is: 58. (4) Reactant: [C:1]([NH:4][C:5]1[CH:10]=[C:9]([Cl:11])[CH:8]=[CH:7][C:6]=1/[CH:12]=[CH:13]/[C:14]([OH:16])=O)(=[O:3])[CH3:2].CCN=C=NCCCN(C)C.C1C=CC2N(O)N=NC=2C=1.[F:38][C:39]1[CH:53]=[CH:52][C:42]([CH2:43][N:44]2[CH2:49][CH2:48][NH:47][C@H:46]([CH2:50][OH:51])[CH2:45]2)=[CH:41][CH:40]=1. Product: [Cl:11][C:9]1[CH:8]=[CH:7][C:6](/[CH:12]=[CH:13]/[C:14]([N:47]2[CH2:48][CH2:49][N:44]([CH2:43][C:42]3[CH:41]=[CH:40][C:39]([F:38])=[CH:53][CH:52]=3)[CH2:45][C@H:46]2[CH2:50][OH:51])=[O:16])=[C:5]([NH:4][C:1](=[O:3])[CH3:2])[CH:10]=1. The catalyst class is: 1. (5) Reactant: [CH:1]1([C:7]2[C:8]3[CH:9]=[CH:10][C:11]([C:34]([O:36]C)=[O:35])=[CH:12][C:13]=3[N:14]3[CH2:21][CH2:20][N:19]([CH2:22][C@H:23]4[CH2:27][CH2:26][CH2:25][N:24]4[CH3:28])[CH2:18][C:17]4[CH:29]=[C:30]([F:33])[CH:31]=[CH:32][C:16]=4[C:15]=23)[CH2:6][CH2:5][CH2:4][CH2:3][CH2:2]1.[OH-].[K+]. Product: [CH:1]1([C:7]2[C:8]3[CH:9]=[CH:10][C:11]([C:34]([OH:36])=[O:35])=[CH:12][C:13]=3[N:14]3[CH2:21][CH2:20][N:19]([CH2:22][C@H:23]4[CH2:27][CH2:26][CH2:25][N:24]4[CH3:28])[CH2:18][C:17]4[CH:29]=[C:30]([F:33])[CH:31]=[CH:32][C:16]=4[C:15]=23)[CH2:6][CH2:5][CH2:4][CH2:3][CH2:2]1. The catalyst class is: 38. (6) Reactant: [NH2:1][CH2:2][CH2:3][CH2:4][N:5]1[CH2:9][CH2:8][CH2:7][C:6]1=[O:10].[CH3:11][N:12]([C:19]1[N:24]2[N:25]=[CH:26][C:27]([CH2:28][CH2:29][C:30](O)=[O:31])=[C:23]2[N:22]=[CH:21][N:20]=1)[C:13]1[CH:18]=[CH:17][CH:16]=[CH:15][CH:14]=1.CCN=C=NCCCN(C)C.O. Product: [CH3:11][N:12]([C:19]1[N:24]2[N:25]=[CH:26][C:27]([CH2:28][CH2:29][C:30]([NH:1][CH2:2][CH2:3][CH2:4][N:5]3[CH2:9][CH2:8][CH2:7][C:6]3=[O:10])=[O:31])=[C:23]2[N:22]=[CH:21][N:20]=1)[C:13]1[CH:14]=[CH:15][CH:16]=[CH:17][CH:18]=1. The catalyst class is: 166. (7) Reactant: [OH:1][C:2]1[CH:9]=[CH:8][CH:7]=[CH:6][C:3]=1[C:4]#[N:5].C(=O)([O-])[O-].[K+].[K+].[CH3:16][CH2:17][CH2:18]Br. Product: [CH2:16]([O:1][C:2]1[CH:9]=[CH:8][CH:7]=[CH:6][C:3]=1[C:4]#[N:5])[CH2:17][CH3:18]. The catalyst class is: 21.